From a dataset of Catalyst prediction with 721,799 reactions and 888 catalyst types from USPTO. Predict which catalyst facilitates the given reaction. Product: [CH3:41][N:2]([CH3:1])[CH2:3][CH2:4][N:5]1[CH2:13][C:12]2[CH:11]=[C:10]3[NH:15][C:16]([C:18]4[C:19](=[O:38])[NH:20][CH:21]=[CH:22][C:23]=4[NH:24][CH:25]([CH3:37])[CH2:26][C:27]4[C:32]([F:33])=[C:31]([F:34])[CH:30]=[C:29]([F:35])[C:28]=4[F:36])=[N:17][C:9]3=[C:8]([CH3:39])[C:7]=2[C:6]1=[O:40]. The catalyst class is: 763. Reactant: [CH3:1][N:2]([CH3:41])[CH2:3][CH2:4][N:5]1[C:13](=O)[C:12]2[CH:11]=[C:10]3[NH:15][C:16]([C:18]4[C:19](=[O:38])[NH:20][CH:21]=[CH:22][C:23]=4[NH:24][CH:25]([CH3:37])[CH2:26][C:27]4[C:32]([F:33])=[C:31]([F:34])[CH:30]=[C:29]([F:35])[C:28]=4[F:36])=[N:17][C:9]3=[C:8]([CH3:39])[C:7]=2[C:6]1=[O:40].